From a dataset of Retrosynthesis with 50K atom-mapped reactions and 10 reaction types from USPTO. Predict the reactants needed to synthesize the given product. The reactants are: CCOC(=O)c1cc(Cl)nc(-c2cccc(C#C[C@]3(O)CCN(C)C3=O)c2)n1.OB(O)c1ccn[nH]1. Given the product CCOC(=O)c1cc(-c2ccn[nH]2)nc(-c2cccc(C#C[C@]3(O)CCN(C)C3=O)c2)n1, predict the reactants needed to synthesize it.